This data is from Forward reaction prediction with 1.9M reactions from USPTO patents (1976-2016). The task is: Predict the product of the given reaction. (1) Given the reactants [CH2:1]([O:3][C:4](=[O:23])[C:5]([CH3:22])([CH3:21])[CH2:6][CH2:7][CH2:8][CH2:9][N:10]1C(=O)C2=CC=CC=C2C1=O)[CH3:2].O.NN, predict the reaction product. The product is: [CH2:1]([O:3][C:4](=[O:23])[C:5]([CH3:22])([CH3:21])[CH2:6][CH2:7][CH2:8][CH2:9][NH2:10])[CH3:2]. (2) Given the reactants Cl[S:2]([N:5]=[C:6]=[O:7])(=[O:4])=[O:3].[CH2:8]([OH:15])[C:9]1[CH:14]=[CH:13][CH:12]=[CH:11][CH:10]=1.[NH2:16][C:17]1[CH:45]=[CH:44][C:20]2[NH:21][C:22]([C:27]3[C:28](=[O:43])[N:29]([CH2:38][CH2:39][CH:40]([CH3:42])[CH3:41])[C:30]4[C:35]([C:36]=3[OH:37])=[CH:34][CH:33]=[CH:32][N:31]=4)=[N:23][S:24](=[O:26])(=[O:25])[C:19]=2[CH:18]=1.C(N(CC)CC)C.Cl, predict the reaction product. The product is: [OH:37][C:36]1[C:35]2[C:30](=[N:31][CH:32]=[CH:33][CH:34]=2)[N:29]([CH2:38][CH2:39][CH:40]([CH3:41])[CH3:42])[C:28](=[O:43])[C:27]=1[C:22]1[NH:21][C:20]2[CH:44]=[CH:45][C:17]([NH:16][S:2](=[O:4])(=[O:3])[NH:5][C:6]([O:15][CH2:8][C:9]3[CH:14]=[CH:13][CH:12]=[CH:11][CH:10]=3)=[O:7])=[CH:18][C:19]=2[S:24](=[O:25])(=[O:26])[N:23]=1. (3) Given the reactants [I:1][C:2]1[CH:7]=[CH:6][CH:5]=[C:4]([N+:8]([O-])=[O:9])[C:3]=1[CH2:11][C:12]([OH:14])=O, predict the reaction product. The product is: [OH:9][N:8]1[C:4]2[C:3](=[C:2]([I:1])[CH:7]=[CH:6][CH:5]=2)[CH2:11][C:12]1=[O:14]. (4) Given the reactants C1(C#C[N:9]2[C:17]3[CH:16]=[CH:15][CH:14]=[C:13]4[C:18](=[O:22])[NH:19][CH2:20][CH2:21][C:11]([C:12]=34)=[CH:10]2)C=CC=CC=1, predict the reaction product. The product is: [CH2:10]([C:10]1[NH:9][C:17]2[CH:16]=[CH:15][CH:14]=[C:13]3[C:18](=[O:22])[NH:19][CH2:20][CH2:21][C:11]=1[C:12]=23)[CH2:11][C:12]1[CH:13]=[CH:14][CH:15]=[CH:16][CH:17]=1. (5) Given the reactants C[O:2][C:3](=[O:29])[CH2:4][N:5]1[C:10](=[O:11])[C:9]2[CH:12]=[CH:13][N:14]=[CH:15][C:8]=2[N:7]([CH2:16][C:17]2[C:25]3[C:20](=[CH:21][CH:22]=[CH:23][C:24]=3[CH3:26])[N:19]([CH3:27])[CH:18]=2)[C:6]1=[O:28].[OH-].[Li+].Cl.O, predict the reaction product. The product is: [CH3:27][N:19]1[C:20]2[C:25](=[C:24]([CH3:26])[CH:23]=[CH:22][CH:21]=2)[C:17]([CH2:16][N:7]2[C:8]3[CH:15]=[N:14][CH:13]=[CH:12][C:9]=3[C:10](=[O:11])[N:5]([CH2:4][C:3]([OH:29])=[O:2])[C:6]2=[O:28])=[CH:18]1.